Task: Predict the reaction yield, written as a fraction of the theoretical maximum amount of product (1.0 means a 100% yield; for example, 0.34 means a 34% yield).. Dataset: Reaction yield outcomes from USPTO patents with 853,638 reactions (1) The reactants are [CH2:1]([C:4]([F:22])([F:21])[C:5]([F:20])([F:19])[C:6]([F:18])([F:17])[C:7]([F:16])([F:15])[C:8]([F:14])([F:13])[C:9]([F:12])([F:11])[F:10])[CH2:2][OH:3].[C:23](O)(=[O:26])[C:24]#[CH:25].C1(N=C=NC2CCCCC2)CCCCC1. The catalyst is C(Cl)Cl.CN(C)C1C=CN=CC=1. The product is [C:23]([O:3][CH2:2][CH2:1][C:4]([F:21])([F:22])[C:5]([F:19])([F:20])[C:6]([F:17])([F:18])[C:7]([F:15])([F:16])[C:8]([F:13])([F:14])[C:9]([F:12])([F:11])[F:10])(=[O:26])[C:24]#[CH:25]. The yield is 0.720. (2) The reactants are [CH3:1][O:2][C:3]1[C:12]([NH:13][C:14](=[O:18])OCC)=[N:11][C:10]2[C:5](=[CH:6][CH:7]=[C:8]([O:19][CH3:20])[CH:9]=2)[N:4]=1.[CH3:21][C:22]1[CH:23]=[C:24]([N:28]2[CH2:33][CH2:32][NH:31][CH2:30][CH2:29]2)[CH:25]=[CH:26][CH:27]=1. No catalyst specified. The product is [CH3:1][O:2][C:3]1[C:12]([NH:13][C:14]([N:31]2[CH2:32][CH2:33][N:28]([C:24]3[CH:25]=[CH:26][CH:27]=[C:22]([CH3:21])[CH:23]=3)[CH2:29][CH2:30]2)=[O:18])=[N:11][C:10]2[C:5](=[CH:6][CH:7]=[C:8]([O:19][CH3:20])[CH:9]=2)[N:4]=1. The yield is 0.950. (3) The reactants are [CH3:1][N:2]([C:10]([C:12]1[CH:17]=[CH:16][C:15]([NH:18][CH:19]([C:23]2[O:24][C:25]3[CH:32]=[CH:31][C:30]([O:33][C:34]4[CH:39]=[CH:38][C:37]([C:40]([F:43])([F:42])[F:41])=[CH:36][N:35]=4)=[CH:29][C:26]=3[C:27]=2[CH3:28])[CH:20]([CH3:22])[CH3:21])=[CH:14][CH:13]=1)=[O:11])[CH2:3][CH2:4][C:5]([O:7]CC)=[O:6].[OH-].[Na+]. The catalyst is O1CCCC1. The product is [CH3:1][N:2]([C:10]([C:12]1[CH:13]=[CH:14][C:15]([NH:18][CH:19]([C:23]2[O:24][C:25]3[CH:32]=[CH:31][C:30]([O:33][C:34]4[CH:39]=[CH:38][C:37]([C:40]([F:43])([F:42])[F:41])=[CH:36][N:35]=4)=[CH:29][C:26]=3[C:27]=2[CH3:28])[CH:20]([CH3:22])[CH3:21])=[CH:16][CH:17]=1)=[O:11])[CH2:3][CH2:4][C:5]([OH:7])=[O:6]. The yield is 0.940. (4) The reactants are [Cl:1][C:2]1[CH:3]=[C:4]([C:17]([OH:19])=O)[C:5]2[O:9][C:8]([C:10]3[CH:15]=[CH:14][CH:13]=[CH:12][CH:11]=3)=[N:7][C:6]=2[CH:16]=1.Cl.Cl.[NH2:22][CH:23]1[CH:28]2[CH2:29][CH2:30][N:25]([CH2:26][CH2:27]2)[CH2:24]1. No catalyst specified. The product is [N:25]12[CH2:30][CH2:29][CH:28]([CH2:27][CH2:26]1)[CH:23]([NH:22][C:17]([C:4]1[C:5]3[O:9][C:8]([C:10]4[CH:11]=[CH:12][CH:13]=[CH:14][CH:15]=4)=[N:7][C:6]=3[CH:16]=[C:2]([Cl:1])[CH:3]=1)=[O:19])[CH2:24]2. The yield is 0.560. (5) The reactants are [CH:1]([C:4]1[CH:9]=[CH:8][C:7]([NH:10][C:11](=[O:19])[CH2:12][CH:13]2[CH2:18][CH2:17][NH:16][CH2:15][CH2:14]2)=[CH:6][CH:5]=1)([CH3:3])[CH3:2].Cl[C:21]1[C:30]2[C:25](=[CH:26][C:27]([O:33][CH3:34])=[C:28]([O:31][CH3:32])[CH:29]=2)[N:24]=[CH:23][N:22]=1.CCN(C(C)C)C(C)C. The catalyst is C(O)(C)C. The product is [CH3:32][O:31][C:28]1[CH:29]=[C:30]2[C:25](=[CH:26][C:27]=1[O:33][CH3:34])[N:24]=[CH:23][N:22]=[C:21]2[N:16]1[CH2:17][CH2:18][CH:13]([CH2:12][C:11]([NH:10][C:7]2[CH:6]=[CH:5][C:4]([CH:1]([CH3:3])[CH3:2])=[CH:9][CH:8]=2)=[O:19])[CH2:14][CH2:15]1. The yield is 0.370. (6) The reactants are C1(S([N:10]2[C:14]3[CH:15]=[N:16][C:17]([C:37]#[N:38])=[C:18]([O:19][CH:20]4[CH2:23][N:22](C(C5C=CC=CC=5)C5C=CC=CC=5)[CH2:21]4)[C:13]=3[C:12]3[CH:39]=[C:40]([C:43]4[CH:44]=[N:45][N:46]([CH3:48])[CH:47]=4)[CH:41]=[N:42][C:11]2=3)(=O)=O)C=CC=CC=1.ClC(OC(Cl)C)=O. The catalyst is CO.C(Cl)Cl. The yield is 0.0500. The product is [NH:22]1[CH2:21][CH:20]([O:19][C:18]2[C:13]3[C:12]4[CH:39]=[C:40]([C:43]5[CH:44]=[N:45][N:46]([CH3:48])[CH:47]=5)[CH:41]=[N:42][C:11]=4[NH:10][C:14]=3[CH:15]=[N:16][C:17]=2[C:37]#[N:38])[CH2:23]1. (7) The reactants are [CH2:1]([N:8]1[CH2:12][CH2:11][CH:10]([N:13]2[CH2:17][CH2:16][C@@H:15]([Br:18])[C:14]2=[O:19])[CH2:9]1)[C:2]1[CH:7]=[CH:6][CH:5]=[CH:4][CH:3]=1.[CH:20]1[CH:25]=[CH:24][C:23]([P:26]([C:33]2[CH:38]=[CH:37][CH:36]=[CH:35][CH:34]=2)[C:27]2[CH:32]=[CH:31][CH:30]=[CH:29][CH:28]=2)=[CH:22][CH:21]=1. The catalyst is C1(C)C=CC=CC=1.CCOC(C)=O. The product is [Br-:18].[CH2:1]([N:8]1[CH2:12][CH2:11][CH:10]([N:13]2[CH2:17][CH2:16][C@@H:15]([P+:26]([C:27]3[CH:28]=[CH:29][CH:30]=[CH:31][CH:32]=3)([C:33]3[CH:38]=[CH:37][CH:36]=[CH:35][CH:34]=3)[C:23]3[CH:22]=[CH:21][CH:20]=[CH:25][CH:24]=3)[C:14]2=[O:19])[CH2:9]1)[C:2]1[CH:7]=[CH:6][CH:5]=[CH:4][CH:3]=1. The yield is 0.780.